This data is from Forward reaction prediction with 1.9M reactions from USPTO patents (1976-2016). The task is: Predict the product of the given reaction. (1) Given the reactants [F:1][C:2]([F:7])([F:6])[C:3]([OH:5])=[O:4].[CH3:8][N:9]([CH2:11][C:12]1[CH:13]=[C:14]([C:20]2[CH:21]=[C:22]3[C:26](=[C:27]([C:29]([NH2:31])=[O:30])[CH:28]=2)[NH:25][CH:24]=[C:23]3[CH:32]2[CH2:37][CH2:36][N:35]([S:38]([CH2:41][CH3:42])(=[O:40])=[O:39])[CH2:34][CH2:33]2)[CH:15]=[CH:16][C:17]=1[O:18][CH3:19])[CH3:10].N1C[CH2:47][O:46][CH2:45]C1.CNC, predict the reaction product. The product is: [F:1][C:2]([F:7])([F:6])[C:3]([OH:5])=[O:4].[CH2:41]([S:38]([N:35]1[CH2:36][CH2:37][CH:32]([C:23]2[C:22]3[C:26](=[C:27]([C:29]([NH2:31])=[O:30])[CH:28]=[C:20]([C:14]4[CH:15]=[CH:16][C:17]([O:18][CH3:19])=[C:12]([CH2:11][N:9]5[CH2:10][CH2:47][O:46][CH2:45][CH2:8]5)[CH:13]=4)[CH:21]=3)[NH:25][CH:24]=2)[CH2:33][CH2:34]1)(=[O:40])=[O:39])[CH3:42]. (2) Given the reactants [C:1]([N:8]([CH3:42])[CH:9]1[CH2:14][CH2:13][CH:12]([N:15]([CH2:30][C:31]2[CH:32]=[C:33](B(O)O)[CH:34]=[CH:35][C:36]=2[O:37][CH3:38])[C:16]([C:18]2[S:22][C:21]3[C:23]([F:28])=[CH:24][CH:25]=[C:26]([F:27])[C:20]=3[C:19]=2[Cl:29])=[O:17])[CH2:11][CH2:10]1)([O:3][C:4]([CH3:7])([CH3:6])[CH3:5])=[O:2].Br[C:44]1[CH:49]=[CH:48][N:47]=[C:46]([NH:50][C:51](=[O:57])[O:52][C:53]([CH3:56])([CH3:55])[CH3:54])[CH:45]=1, predict the reaction product. The product is: [C:1]([N:8]([CH3:42])[CH:9]1[CH2:14][CH2:13][CH:12]([N:15]([CH2:30][C:31]2[CH:32]=[C:33]([C:44]3[CH:49]=[CH:48][N:47]=[C:46]([NH:50][C:51](=[O:57])[O:52][C:53]([CH3:55])([CH3:54])[CH3:56])[CH:45]=3)[CH:34]=[CH:35][C:36]=2[O:37][CH3:38])[C:16]([C:18]2[S:22][C:21]3[C:23]([F:28])=[CH:24][CH:25]=[C:26]([F:27])[C:20]=3[C:19]=2[Cl:29])=[O:17])[CH2:11][CH2:10]1)([O:3][C:4]([CH3:7])([CH3:6])[CH3:5])=[O:2]. (3) Given the reactants [Cl:1][C:2]1[CH:11]=[C:10]([Cl:12])[C:9]2[C:4](=[CH:5][CH:6]=[CH:7][CH:8]=2)[C:3]=1[OH:13].F[C:15]1[CH:20]=[CH:19][CH:18]=[CH:17][C:16]=1[N+:21]([O-:23])=[O:22].[Cl:24][C:25]1[CH:34]=[C:33]([Cl:35])[C:32]2[C:27](=[CH:28][CH:29]=[CH:30][CH:31]=2)[C:26]=1[O:36][C:37]1[CH:43]=[CH:42][CH:41]=[CH:40][C:38]=1[NH2:39].[NH2:44][C:45]1[S:46][CH:47]=[CH:48][N:49]=1, predict the reaction product. The product is: [Cl:1][C:2]1[CH:11]=[C:10]([Cl:12])[C:9]2[C:4](=[CH:5][CH:6]=[CH:7][CH:8]=2)[C:3]=1[O:13][C:15]1[CH:20]=[CH:19][CH:18]=[CH:17][C:16]=1[N+:21]([O-:23])=[O:22].[Cl:24][C:25]1[CH:34]=[C:33]([Cl:35])[C:32]2[C:27](=[CH:28][CH:29]=[CH:30][CH:31]=2)[C:26]=1[O:36][C:37]1[CH:43]=[CH:42][CH:41]=[CH:40][C:38]=1[NH:39][C:3]([NH:44][C:45]1[S:46][CH:47]=[CH:48][N:49]=1)=[O:13]. (4) Given the reactants Br[C:2]1[N:7]=[CH:6][C:5]2[CH:8]=[C:9]([C:18]3[CH:19]=[N:20][N:21]([C:23]([O:25][C:26]([CH3:29])([CH3:28])[CH3:27])=[O:24])[CH:22]=3)[N:10]([C:11]([O:13][C:14]([CH3:17])([CH3:16])[CH3:15])=[O:12])[C:4]=2[CH:3]=1.[CH3:30][O:31][C:32]1[CH:33]=[C:34]([NH2:40])[CH:35]=[CH:36][C:37]=1[O:38][CH3:39], predict the reaction product. The product is: [C:26]([O:25][C:23]([N:21]1[CH:22]=[C:18]([C:9]2[N:10]([C:11]([O:13][C:14]([CH3:17])([CH3:16])[CH3:15])=[O:12])[C:4]3[CH:3]=[C:2]([NH:40][C:34]4[CH:35]=[CH:36][C:37]([O:38][CH3:39])=[C:32]([O:31][CH3:30])[CH:33]=4)[N:7]=[CH:6][C:5]=3[CH:8]=2)[CH:19]=[N:20]1)=[O:24])([CH3:29])([CH3:28])[CH3:27]. (5) Given the reactants [NH2:1]C(C1SC(C(O)=O)=CC=1)C.[C:12]([C:17]1[CH:25]=[CH:24][C:20]([C:21]([OH:23])=O)=[CH:19][CH:18]=1)(=O)[CH:13]([CH3:15])[CH3:14].[NH2:26][C:27]1[CH:32]=[CH:31][N:30]=[CH:29][CH:28]=1, predict the reaction product. The product is: [NH2:1][CH:12]([C:17]1[CH:18]=[CH:19][C:20]([C:21]([NH:26][C:27]2[CH:32]=[CH:31][N:30]=[CH:29][CH:28]=2)=[O:23])=[CH:24][CH:25]=1)[CH:13]([CH3:14])[CH3:15]. (6) Given the reactants [C:1]([C:4]1[C:12]2[C:7](=[CH:8][CH:9]=[C:10]([O:13]CC3C=CC=CC=3)[CH:11]=2)[N:6]([CH2:21][C:22]([O:24][C:25]([CH3:28])([CH3:27])[CH3:26])=[O:23])[CH:5]=1)(=[O:3])[CH3:2], predict the reaction product. The product is: [C:1]([C:4]1[C:12]2[C:7](=[CH:8][CH:9]=[C:10]([OH:13])[CH:11]=2)[N:6]([CH2:21][C:22]([O:24][C:25]([CH3:28])([CH3:27])[CH3:26])=[O:23])[CH:5]=1)(=[O:3])[CH3:2]. (7) The product is: [Cl:1][C:2]1[CH:23]=[C:22]([Cl:24])[CH:21]=[CH:20][C:3]=1[CH2:4][C:6]1[N:14]2[C:9]([CH:10]=[CH:11][C:12]([C:15]([O:17][CH3:18])=[O:16])=[CH:13]2)=[CH:8][C:7]=1[CH3:19]. Given the reactants [Cl:1][C:2]1[CH:23]=[C:22]([Cl:24])[CH:21]=[CH:20][C:3]=1[C:4]([C:6]1[N:14]2[C:9]([CH:10]=[CH:11][C:12]([C:15]([O:17][CH3:18])=[O:16])=[CH:13]2)=[CH:8][C:7]=1[CH3:19])=O.C(=O)([O-])O.[Na+], predict the reaction product.